From a dataset of Forward reaction prediction with 1.9M reactions from USPTO patents (1976-2016). Predict the product of the given reaction. (1) Given the reactants C([C:3]1[CH:8]=[CH:7][C:6]([C:9]2[N:10]=[C:11]([NH:24][C:25](=[O:27])[CH3:26])[S:12][C:13]=2[C:14]2[CH:19]=[CH:18][C:17]([S:20]([CH3:23])(=[O:22])=[O:21])=[CH:16][CH:15]=2)=[CH:5][CH:4]=1)=O.[C:28]([CH:33]=P(C1C=CC=CC=1)(C1C=CC=CC=1)C1C=CC=CC=1)([O:30][CH2:31][CH3:32])=[O:29].[CH:53](Cl)(Cl)Cl, predict the reaction product. The product is: [C:25]([NH:24][C:11]1[S:12][C:13]([C:14]2[CH:15]=[CH:16][C:17]([S:20]([CH3:23])(=[O:21])=[O:22])=[CH:18][CH:19]=2)=[C:9]([C:6]2[CH:5]=[CH:4][C:3](/[CH:53]=[CH:33]/[C:28]([O:30][CH2:31][CH3:32])=[O:29])=[CH:8][CH:7]=2)[N:10]=1)(=[O:27])[CH3:26]. (2) Given the reactants [F:1][C:2]1[CH:10]=[C:9]2[C:5]([CH2:6][C:7](=[O:11])[NH:8]2)=[CH:4][CH:3]=1.[CH3:12][C:13]([O:16][C:17](O[C:17]([O:16][C:13]([CH3:15])([CH3:14])[CH3:12])=[O:18])=[O:18])([CH3:15])[CH3:14], predict the reaction product. The product is: [F:1][C:2]1[CH:10]=[C:9]2[C:5]([CH2:6][C:7](=[O:11])[N:8]2[C:17]([O:16][C:13]([CH3:15])([CH3:14])[CH3:12])=[O:18])=[CH:4][CH:3]=1. (3) Given the reactants [CH2:1]([N:8]1[CH:13]2[CH2:14][CH2:15][CH:9]1[CH2:10][CH:11](OS(C)(=O)=O)[CH2:12]2)[C:2]1[CH:7]=[CH:6][CH:5]=[CH:4][CH:3]=1.[N-:21]=[N+:22]=[N-:23].[Na+].O, predict the reaction product. The product is: [N:21]([CH:11]1[CH2:10][CH:9]2[N:8]([CH2:1][C:2]3[CH:7]=[CH:6][CH:5]=[CH:4][CH:3]=3)[CH:13]([CH2:14][CH2:15]2)[CH2:12]1)=[N+:22]=[N-:23]. (4) Given the reactants [CH2:1]([O:8][C:9]([N:11]1[CH2:20][CH2:19][C:18]2[C:13](=[CH:14][CH:15]=[C:16]([F:22])[C:17]=2[Br:21])[CH:12]1[C:23]1[CH:28]=[C:27]([Cl:29])[CH:26]=[CH:25][C:24]=1[OH:30])=[O:10])[C:2]1[CH:7]=[CH:6][CH:5]=[CH:4][CH:3]=1.C([O-])([O-])=O.[K+].[K+].[CH2:37](Br)[CH:38]=[CH2:39], predict the reaction product. The product is: [CH2:1]([O:8][C:9]([N:11]1[CH2:20][CH2:19][C:18]2[C:13](=[CH:14][CH:15]=[C:16]([F:22])[C:17]=2[Br:21])[CH:12]1[C:23]1[CH:28]=[C:27]([Cl:29])[CH:26]=[CH:25][C:24]=1[O:30][CH2:39][CH:38]=[CH2:37])=[O:10])[C:2]1[CH:7]=[CH:6][CH:5]=[CH:4][CH:3]=1. (5) Given the reactants [CH3:1][C:2]1[C:14]2[C:13]3[CH:12]=[CH:11][CH:10]=[CH:9][C:8]=3[N:7]=[C:6]([OH:15])[C:5]=2[NH:4][CH:3]=1.C([O-])([O-])=O.[Cs+].[Cs+].[CH2:22](Br)[CH:23]=[CH2:24], predict the reaction product. The product is: [CH2:24]([N:4]1[C:5]2[C:6]([OH:15])=[N:7][C:8]3[CH:9]=[CH:10][CH:11]=[CH:12][C:13]=3[C:14]=2[C:2]([CH3:1])=[CH:3]1)[CH:23]=[CH2:22]. (6) The product is: [OH:37][C:34]1[CH:35]=[CH:36][C:31]([S:30][C:18]2[C:19]([C:21]([NH:23][C:24]3[S:28][N:27]=[C:26]([CH3:29])[N:25]=3)=[O:22])=[N:20][C:15]([S:7][C:3]3[N:2]([CH3:1])[CH:6]=[N:5][N:4]=3)=[CH:16][CH:17]=2)=[CH:32][CH:33]=1. Given the reactants [CH3:1][N:2]1[CH:6]=[N:5][N:4]=[C:3]1[SH:7].CC(C)([O-])C.[K+].Cl[C:15]1[N:20]=[C:19]([C:21]([NH:23][C:24]2[S:28][N:27]=[C:26]([CH3:29])[N:25]=2)=[O:22])[C:18]([S:30][C:31]2[CH:36]=[CH:35][C:34]([OH:37])=[CH:33][CH:32]=2)=[CH:17][CH:16]=1.Cl, predict the reaction product. (7) Given the reactants [Cl:1][C:2]1[C:3]([OH:34])=[C:4]([S:9]([N:12]([CH2:21][C:22]2[CH:33]=[CH:32][C:25]([C:26](N(OC)C)=[O:27])=[CH:24][CH:23]=2)[CH2:13][C:14]2[CH:19]=[CH:18][C:17]([F:20])=[CH:16][CH:15]=2)(=[O:11])=[O:10])[CH:5]=[C:6]([Cl:8])[CH:7]=1.[C:35]1([Mg]Br)[CH:40]=[CH:39][CH:38]=[CH:37][CH:36]=1, predict the reaction product. The product is: [C:26]([C:25]1[CH:24]=[CH:23][C:22]([CH2:21][N:12]([CH2:13][C:14]2[CH:19]=[CH:18][C:17]([F:20])=[CH:16][CH:15]=2)[S:9]([C:4]2[CH:5]=[C:6]([Cl:8])[CH:7]=[C:2]([Cl:1])[C:3]=2[OH:34])(=[O:11])=[O:10])=[CH:33][CH:32]=1)(=[O:27])[C:35]1[CH:40]=[CH:39][CH:38]=[CH:37][CH:36]=1. (8) Given the reactants [C:1](Cl)([C:14]1[CH:19]=[CH:18][CH:17]=[CH:16][CH:15]=1)([C:8]1[CH:13]=[CH:12][CH:11]=[CH:10][CH:9]=1)[C:2]1[CH:7]=[CH:6][CH:5]=[CH:4][CH:3]=1.CCN(CC)CC.[CH2:28]([OH:33])/[CH:29]=[CH:30]\[CH2:31][OH:32].CCOC(C)=O.CCCCCC, predict the reaction product. The product is: [C:1]([O:32][CH2:31][CH:30]=[CH:29][CH2:28][OH:33])([C:14]1[CH:19]=[CH:18][CH:17]=[CH:16][CH:15]=1)([C:8]1[CH:13]=[CH:12][CH:11]=[CH:10][CH:9]=1)[C:2]1[CH:7]=[CH:6][CH:5]=[CH:4][CH:3]=1.